This data is from NCI-60 drug combinations with 297,098 pairs across 59 cell lines. The task is: Regression. Given two drug SMILES strings and cell line genomic features, predict the synergy score measuring deviation from expected non-interaction effect. Drug 1: CC=C1C(=O)NC(C(=O)OC2CC(=O)NC(C(=O)NC(CSSCCC=C2)C(=O)N1)C(C)C)C(C)C. Drug 2: C1=NC2=C(N1)C(=S)N=CN2. Cell line: RPMI-8226. Synergy scores: CSS=34.7, Synergy_ZIP=-1.67, Synergy_Bliss=0.314, Synergy_Loewe=2.02, Synergy_HSA=2.77.